From a dataset of Catalyst prediction with 721,799 reactions and 888 catalyst types from USPTO. Predict which catalyst facilitates the given reaction. (1) Reactant: [C:1]([C:4]1[C:5]([CH3:15])=[CH:6][C:7]([CH3:14])=[C:8]([CH:13]=1)[C:9]([O:11][CH3:12])=[O:10])(=[S:3])[NH2:2].[CH3:16]I. Product: [NH:2]=[C:1]([S:3][CH3:16])[C:4]1[C:5]([CH3:15])=[CH:6][C:7]([CH3:14])=[C:8]([CH:13]=1)[C:9]([O:11][CH3:12])=[O:10]. The catalyst class is: 7. (2) Reactant: [OH:1][C:2]([C:4]([F:7])([F:6])[F:5])=[O:3].Br[CH2:9][CH2:10][CH2:11][CH2:12][CH2:13][CH2:14][N:15]1[C:19](=[O:20])[C:18]2([CH2:25][CH2:24][N:23]([C@H:26]3[CH2:31][CH2:30][C@@H:29]([CH:32]([CH3:34])[CH3:33])[CH2:28][CH2:27]3)[CH2:22][CH2:21]2)[N:17]([C:35]2[CH:40]=[CH:39][CH:38]=[CH:37][CH:36]=2)[CH2:16]1.[NH3:41]. Product: [OH:3][C:2]([C:4]([F:7])([F:6])[F:5])=[O:1].[NH2:41][CH2:9][CH2:10][CH2:11][CH2:12][CH2:13][CH2:14][N:15]1[C:19](=[O:20])[C:18]2([CH2:25][CH2:24][N:23]([C@H:26]3[CH2:31][CH2:30][C@@H:29]([CH:32]([CH3:34])[CH3:33])[CH2:28][CH2:27]3)[CH2:22][CH2:21]2)[N:17]([C:35]2[CH:40]=[CH:39][CH:38]=[CH:37][CH:36]=2)[CH2:16]1. The catalyst class is: 8. (3) Reactant: Br[C:2]1[C:3]([C:16]2[CH:21]=[CH:20][CH:19]=[CH:18][CH:17]=2)=[N:4][C:5]2[C:10]([N:11]=1)=[CH:9][C:8]([C:12]([O:14][CH3:15])=[O:13])=[CH:7][CH:6]=2.[CH3:22][CH:23]1[CH2:28][O:27][CH2:26][CH2:25][NH:24]1. Product: [CH3:22][CH:23]1[N:24]([C:2]2[C:3]([C:16]3[CH:21]=[CH:20][CH:19]=[CH:18][CH:17]=3)=[N:4][C:5]3[C:10]([N:11]=2)=[CH:9][C:8]([C:12]([O:14][CH3:15])=[O:13])=[CH:7][CH:6]=3)[CH2:25][CH2:26][O:27][CH2:28]1. The catalyst class is: 16. (4) Reactant: [Cl:1][C:2]1[CH:7]=[CH:6][C:5]([C:8]2[C:12]3[CH2:13][N:14]([S:17]([CH3:20])(=[O:19])=[O:18])[CH2:15][CH2:16][C:11]=3[N:10]([CH2:21][CH2:22][CH2:23][N:24]3[CH2:29][CH2:28][O:27][CH2:26][CH2:25]3)[N:9]=2)=[CH:4][C:3]=1[C:30]#[C:31][C:32]1[CH:33]=[C:34]([CH2:38][NH:39][CH2:40][C:41]([O:43]C)=[O:42])[CH:35]=[CH:36][CH:37]=1.[OH-].[Na+].Cl. Product: [Cl:1][C:2]1[CH:7]=[CH:6][C:5]([C:8]2[C:12]3[CH2:13][N:14]([S:17]([CH3:20])(=[O:18])=[O:19])[CH2:15][CH2:16][C:11]=3[N:10]([CH2:21][CH2:22][CH2:23][N:24]3[CH2:25][CH2:26][O:27][CH2:28][CH2:29]3)[N:9]=2)=[CH:4][C:3]=1[C:30]#[C:31][C:32]1[CH:33]=[C:34]([CH2:38][NH:39][CH2:40][C:41]([OH:43])=[O:42])[CH:35]=[CH:36][CH:37]=1. The catalyst class is: 1. (5) Reactant: Cl[C:2]1[C:7]2[N:8]=[C:9]([NH:12][C:13]3[CH:18]=[CH:17][C:16]([C:19]4[CH:20]=[N:21][N:22]([CH3:24])[CH:23]=4)=[CH:15][C:14]=3[O:25][CH3:26])[N:10]=[CH:11][C:6]=2[CH:5]=[CH:4][N:3]=1.C(=O)([O-])[O-].[K+].[K+].[CH:33]1([SH:39])[CH2:38][CH2:37][CH2:36][CH2:35][CH2:34]1. Product: [CH:33]1([S:39][C:2]2[C:7]3[N:8]=[C:9]([NH:12][C:13]4[CH:18]=[CH:17][C:16]([C:19]5[CH:20]=[N:21][N:22]([CH3:24])[CH:23]=5)=[CH:15][C:14]=4[O:25][CH3:26])[N:10]=[CH:11][C:6]=3[CH:5]=[CH:4][N:3]=2)[CH2:38][CH2:37][CH2:36][CH2:35][CH2:34]1. The catalyst class is: 3. (6) Reactant: [CH3:1][C:2]1[C:6]([CH2:7][O:8][C:9]2[CH:14]=[CH:13][C:12]([C:15]([CH3:20])([CH3:19])[C:16]([OH:18])=O)=[CH:11][CH:10]=2)=[C:5]([CH3:21])[O:4][N:3]=1.C(Cl)CCl.Cl.[Cl:27][C:28]1[CH:33]=[CH:32][C:31]([CH:34]([C:36]2[CH:41]=[CH:40][CH:39]=[CH:38][CH:37]=2)[NH2:35])=[CH:30][CH:29]=1.C1C=CC2N(O)N=NC=2C=1.C(N(CC)CC)C. Product: [Cl:27][C:28]1[CH:29]=[CH:30][C:31]([CH:34]([C:36]2[CH:37]=[CH:38][CH:39]=[CH:40][CH:41]=2)[NH:35][C:16](=[O:18])[C:15]([C:12]2[CH:11]=[CH:10][C:9]([O:8][CH2:7][C:6]3[C:2]([CH3:1])=[N:3][O:4][C:5]=3[CH3:21])=[CH:14][CH:13]=2)([CH3:20])[CH3:19])=[CH:32][CH:33]=1. The catalyst class is: 7. (7) Reactant: [Cl:1][C:2]1[CH:3]=[C:4]2[C:8](=[CH:9][CH:10]=1)[NH:7][C:6](=[O:11])[C:5]2=[O:12].C(=O)([O-])[O-].[K+].[K+].Br[CH2:20][C:21]([O:23][C:24]([CH3:27])([CH3:26])[CH3:25])=[O:22]. Product: [Cl:1][C:2]1[CH:3]=[C:4]2[C:8](=[CH:9][CH:10]=1)[N:7]([CH2:20][C:21]([O:23][C:24]([CH3:27])([CH3:26])[CH3:25])=[O:22])[C:6](=[O:11])[C:5]2=[O:12]. The catalyst class is: 9.